This data is from Reaction yield outcomes from USPTO patents with 853,638 reactions. The task is: Predict the reaction yield, written as a fraction of the theoretical maximum amount of product (1.0 means a 100% yield; for example, 0.34 means a 34% yield). (1) The yield is 0.500. No catalyst specified. The reactants are [NH2:1][CH2:2][CH2:3][N:4]1[CH:12]=[C:11]2[C:6]([N:7]=[C:8]([C:26]3[CH:31]=[CH:30][C:29]([F:32])=[CH:28][CH:27]=3)[C:9]([C:20]3[CH:25]=[CH:24][N:23]=[CH:22][CH:21]=3)=[C:10]2[C:13]2[CH:18]=[CH:17][C:16]([F:19])=[CH:15][CH:14]=2)=[N:5]1.[CH:33](N=C=O)([CH3:35])[CH3:34].C[N:40]([CH:42]=[O:43])C. The product is [F:19][C:16]1[CH:17]=[CH:18][C:13]([C:10]2[C:11]3[C:6](=[N:5][N:4]([CH2:3][CH2:2][N:1]([CH:33]([CH3:35])[CH3:34])[C:42]([NH2:40])=[O:43])[CH:12]=3)[N:7]=[C:8]([C:26]3[CH:27]=[CH:28][C:29]([F:32])=[CH:30][CH:31]=3)[C:9]=2[C:20]2[CH:25]=[CH:24][N:23]=[CH:22][CH:21]=2)=[CH:14][CH:15]=1. (2) The reactants are [Cl-].O[NH3+:3].[C:4](=[O:7])([O-])[OH:5].[Na+].CS(C)=O.[CH2:13]([C:15]1[N:16]([C:40]2[CH:45]=[CH:44][C:43]([O:46][CH:47]([CH3:49])[CH3:48])=[C:42]([F:50])[CH:41]=2)[C:17](=[O:39])[C:18]([CH2:24][C:25]2[CH:30]=[CH:29][C:28]([C:31]3[C:32]([C:37]#[N:38])=[CH:33][CH:34]=[CH:35][CH:36]=3)=[CH:27][CH:26]=2)=[C:19]([CH2:21][CH2:22][CH3:23])[N:20]=1)[CH3:14]. The catalyst is O. The product is [CH2:13]([C:15]1[N:16]([C:40]2[CH:45]=[CH:44][C:43]([O:46][CH:47]([CH3:48])[CH3:49])=[C:42]([F:50])[CH:41]=2)[C:17](=[O:39])[C:18]([CH2:24][C:25]2[CH:26]=[CH:27][C:28]([C:31]3[CH:36]=[CH:35][CH:34]=[CH:33][C:32]=3[C:37]3[NH:3][C:4](=[O:7])[O:5][N:38]=3)=[CH:29][CH:30]=2)=[C:19]([CH2:21][CH2:22][CH3:23])[N:20]=1)[CH3:14]. The yield is 0.480.